From a dataset of NCI-60 drug combinations with 297,098 pairs across 59 cell lines. Regression. Given two drug SMILES strings and cell line genomic features, predict the synergy score measuring deviation from expected non-interaction effect. (1) Cell line: SK-MEL-2. Synergy scores: CSS=17.0, Synergy_ZIP=4.54, Synergy_Bliss=4.65, Synergy_Loewe=-23.4, Synergy_HSA=-0.101. Drug 2: C1=CC=C(C(=C1)C(C2=CC=C(C=C2)Cl)C(Cl)Cl)Cl. Drug 1: CCC1(CC2CC(C3=C(CCN(C2)C1)C4=CC=CC=C4N3)(C5=C(C=C6C(=C5)C78CCN9C7C(C=CC9)(C(C(C8N6C)(C(=O)OC)O)OC(=O)C)CC)OC)C(=O)OC)O.OS(=O)(=O)O. (2) Drug 1: CC=C1C(=O)NC(C(=O)OC2CC(=O)NC(C(=O)NC(CSSCCC=C2)C(=O)N1)C(C)C)C(C)C. Drug 2: C(CC(=O)O)C(=O)CN.Cl. Cell line: NCI-H460. Synergy scores: CSS=36.3, Synergy_ZIP=-4.76, Synergy_Bliss=-8.76, Synergy_Loewe=-8.67, Synergy_HSA=-6.53.